Predict the product of the given reaction. From a dataset of Forward reaction prediction with 1.9M reactions from USPTO patents (1976-2016). (1) Given the reactants [F:1][C:2]1[CH:11]=[CH:10][C:5]([C:6]([O:8][CH3:9])=[O:7])=[C:4]([OH:12])[CH:3]=1.Cl[C:14]1[CH:15]=[CH:16][C:17]([N+:20]([O-:22])=[O:21])=[N:18][CH:19]=1.C(=O)([O-])[O-].[K+].[K+].CS(C)=O, predict the reaction product. The product is: [CH3:9][O:8][C:6](=[O:7])[C:5]1[CH:10]=[CH:11][C:2]([F:1])=[CH:3][C:4]=1[O:12][C:14]1[CH:19]=[N:18][C:17]([N+:20]([O-:22])=[O:21])=[CH:16][CH:15]=1. (2) The product is: [C:22]([NH:26][S:27]([C:30]1[CH:31]=[CH:32][CH:33]=[C:34]([C:19]2[N:18]=[CH:17][N:16]([C:11]3[N:12]=[C:13]([CH3:15])[CH:14]=[C:9]([C:4]4[CH:5]=[CH:6][C:7]([Cl:8])=[C:2]([Cl:1])[CH:3]=4)[N:10]=3)[CH:20]=2)[CH:35]=1)(=[O:29])=[O:28])([CH3:25])([CH3:23])[CH3:24]. Given the reactants [Cl:1][C:2]1[CH:3]=[C:4]([C:9]2[CH:14]=[C:13]([CH3:15])[N:12]=[C:11]([N:16]3[CH:20]=[C:19](I)[N:18]=[CH:17]3)[N:10]=2)[CH:5]=[CH:6][C:7]=1[Cl:8].[C:22]([NH:26][S:27]([C:30]1[CH:31]=[C:32](B(O)O)[CH:33]=[CH:34][CH:35]=1)(=[O:29])=[O:28])([CH3:25])([CH3:24])[CH3:23], predict the reaction product. (3) Given the reactants [ClH:1].[O:2]=[C:3]1[NH:9][C:8]2[CH:10]=[CH:11][CH:12]=[C:13]([C:14]3[CH:19]=[CH:18][CH:17]=[CH:16][CH:15]=3)[C:7]=2[O:6][CH2:5][C@@H:4]1[NH:20]C(=O)OC(C)(C)C, predict the reaction product. The product is: [ClH:1].[NH2:20][C@@H:4]1[C:3](=[O:2])[NH:9][C:8]2[CH:10]=[CH:11][CH:12]=[C:13]([C:14]3[CH:15]=[CH:16][CH:17]=[CH:18][CH:19]=3)[C:7]=2[O:6][CH2:5]1.